From a dataset of Forward reaction prediction with 1.9M reactions from USPTO patents (1976-2016). Predict the product of the given reaction. (1) Given the reactants Cl[C:2]1[CH:3]=[C:4]([NH:8][C:9]2[CH:10]=[CH:11][C:12]3[N:13]([C:15]([CH2:18][C:19]4[CH:20]=[C:21]5[C:26](=[CH:27][CH:28]=4)[N:25]=[CH:24][CH:23]=[CH:22]5)=[CH:16][N:17]=3)[N:14]=2)[CH:5]=[CH:6][CH:7]=1.NC1C=CC=CC=1.ClC1C=C(C=CC=1)N, predict the reaction product. The product is: [C:4]1([NH:8][C:9]2[CH:10]=[CH:11][C:12]3[N:13]([C:15]([CH2:18][C:19]4[CH:20]=[C:21]5[C:26](=[CH:27][CH:28]=4)[N:25]=[CH:24][CH:23]=[CH:22]5)=[CH:16][N:17]=3)[N:14]=2)[CH:3]=[CH:2][CH:7]=[CH:6][CH:5]=1. (2) Given the reactants [Cl:1][C:2]1[C:7]([C:8]2[N:9]=[C:10]([CH:20]3[CH2:25][CH2:24][O:23][CH2:22][CH2:21]3)[S:11][C:12]=2[C:13]2[CH:18]=[CH:17][N:16]=[C:15](Cl)[N:14]=2)=[CH:6][CH:5]=[CH:4][C:3]=1[NH:26][S:27]([C:30]1[C:35]([F:36])=[CH:34][CH:33]=[CH:32][C:31]=1[F:37])(=[O:29])=[O:28].C([O-])=O.[NH4+], predict the reaction product. The product is: [Cl:1][C:2]1[C:7]([C:8]2[N:9]=[C:10]([CH:20]3[CH2:25][CH2:24][O:23][CH2:22][CH2:21]3)[S:11][C:12]=2[C:13]2[CH:18]=[CH:17][N:16]=[CH:15][N:14]=2)=[CH:6][CH:5]=[CH:4][C:3]=1[NH:26][S:27]([C:30]1[C:35]([F:36])=[CH:34][CH:33]=[CH:32][C:31]=1[F:37])(=[O:28])=[O:29]. (3) The product is: [CH3:19][NH:2][C:3]1[CH:4]=[C:5]2[CH2:11][C:10]3([CH:16]4[CH2:15][CH2:14][N:13]([CH2:18][CH2:17]4)[CH2:12]3)[O:9][C:6]2=[N:7][CH:8]=1. Given the reactants [Na].[NH2:2][C:3]1[CH:4]=[C:5]2[CH2:11][C:10]3([CH:16]4[CH2:17][CH2:18][N:13]([CH2:14][CH2:15]4)[CH2:12]3)[O:9][C:6]2=[N:7][CH:8]=1.[CH2:19]=O.[BH4-].[Na+].[OH-].[K+], predict the reaction product. (4) The product is: [CH3:35][C:25]1[CH:26]=[C:27]([S:31]([NH:1][C:2]2[CH:3]=[CH:4][C:5]([NH:8][C:9]([NH:11][C:12]3[CH:13]=[CH:14][CH:15]=[CH:16][CH:17]=3)=[O:10])=[CH:6][CH:7]=2)(=[O:33])=[O:32])[CH:28]=[CH:29][CH:30]=1. Given the reactants [NH2:1][C:2]1[CH:7]=[CH:6][C:5]([NH:8][C:9]([NH:11][C:12]2[CH:17]=[CH:16][CH:15]=[CH:14][CH:13]=2)=[O:10])=[CH:4][CH:3]=1.C(N(CC)CC)C.[C:25]1([CH3:35])[CH:30]=[CH:29][CH:28]=[C:27]([S:31](Cl)(=[O:33])=[O:32])[CH:26]=1, predict the reaction product. (5) Given the reactants [C:1]([O:5][C:6]([N:8]1[CH:12]([CH2:13][OH:14])[CH2:11][O:10][C:9]1([CH3:16])[CH3:15])=[O:7])([CH3:4])([CH3:3])[CH3:2].[Cr](Cl)([O-])(=O)=O.[NH+]1C=CC=CC=1, predict the reaction product. The product is: [C:1]([O:5][C:6]([N:8]1[CH:12]([CH:13]=[O:14])[CH2:11][O:10][C:9]1([CH3:16])[CH3:15])=[O:7])([CH3:4])([CH3:3])[CH3:2]. (6) Given the reactants [CH2:1]([O:3][C:4]([C:6]1[CH:7]=[C:8]([C:12]2[CH:17]=[CH:16][C:15]([NH3+:18])=[CH:14][CH:13]=2)[CH:9]=[N:10][CH:11]=1)=[O:5])[CH3:2].[Cl:19][C:20]1[C:24]([Cl:25])=[C:23]([CH3:26])[NH:22][C:21]=1[C:27](Cl)=[O:28].C(N(C(C)C)CC)(C)C, predict the reaction product. The product is: [Cl:19][C:20]1[C:24]([Cl:25])=[C:23]([CH3:26])[NH:22][C:21]=1[C:27]([NH:18][C:15]1[CH:16]=[CH:17][C:12]([C:8]2[CH:9]=[N:10][CH:11]=[C:6]([CH:7]=2)[C:4]([O:3][CH2:1][CH3:2])=[O:5])=[CH:13][CH:14]=1)=[O:28]. (7) Given the reactants [C:1]1(=[O:11])[C:9]2[C:4](=[CH:5][CH:6]=[CH:7][CH:8]=2)[C:3](=[O:10])[NH:2]1.C1(P(C2C=CC=CC=2)C2C=CC=CC=2)C=CC=CC=1.[N:31]1[C:40]2[C:35](=[CH:36][C:37]([CH2:41]O)=[CH:38][CH:39]=2)[CH:34]=[CH:33][CH:32]=1.N(/C(OC(C)C)=O)=N\C(OC(C)C)=O, predict the reaction product. The product is: [N:31]1[C:40]2[C:35](=[CH:36][C:37]([CH2:41][N:2]3[C:3](=[O:10])[C:4]4[C:9](=[CH:8][CH:7]=[CH:6][CH:5]=4)[C:1]3=[O:11])=[CH:38][CH:39]=2)[CH:34]=[CH:33][CH:32]=1. (8) Given the reactants [C:1]([NH:9][C:10]1[CH:15]=[CH:14][CH:13]=[CH:12][C:11]=1[C:16](=[C:30]1[CH2:35][CH2:34][NH:33][CH2:32][CH2:31]1)[C:17]1[CH:29]=[CH:28][C:20]([C:21]([N:23]([CH2:26][CH3:27])[CH2:24][CH3:25])=[O:22])=[CH:19][CH:18]=1)(=[O:8])[C:2]1[CH:7]=[CH:6][CH:5]=[CH:4][CH:3]=1.CC(OC(N1CCC(=C(C2C=CC=CC=2N)C2C=CC(C(N(CC)CC)=O)=CC=2)CC1)=O)(C)C.C1(CC(Cl)=O)CCCC1.C(O)(C(F)(F)F)=O, predict the reaction product. The product is: [CH:3]1([CH2:2][C:1]([NH:9][C:10]2[CH:15]=[CH:14][CH:13]=[CH:12][C:11]=2[C:16](=[C:30]2[CH2:31][CH2:32][NH:33][CH2:34][CH2:35]2)[C:17]2[CH:29]=[CH:28][C:20]([C:21]([N:23]([CH2:26][CH3:27])[CH2:24][CH3:25])=[O:22])=[CH:19][CH:18]=2)=[O:8])[CH2:4][CH2:5][CH2:6][CH2:7]1. (9) Given the reactants Cl.[Cl:2][C:3]1[CH:8]=[CH:7][C:6]([N:9]([CH2:11][CH2:12][C:13]2[CH:14]=[N:15][C:16]([CH3:19])=[CH:17][CH:18]=2)N)=[CH:5][CH:4]=1.[F:20][C:21]([F:36])([F:35])[C:22]1[CH:23]=[C:24]([N:28]2[CH2:33][CH2:32][C:31](=O)[CH2:30][CH2:29]2)[CH:25]=[CH:26][CH:27]=1, predict the reaction product. The product is: [Cl:2][C:3]1[CH:8]=[CH:7][C:6]2[N:9]([CH2:11][CH2:12][C:13]3[CH:14]=[N:15][C:16]([CH3:19])=[CH:17][CH:18]=3)[C:31]3[CH2:32][CH2:33][N:28]([C:24]4[CH:25]=[CH:26][CH:27]=[C:22]([C:21]([F:36])([F:20])[F:35])[CH:23]=4)[CH2:29][C:30]=3[C:5]=2[CH:4]=1.